From a dataset of Catalyst prediction with 721,799 reactions and 888 catalyst types from USPTO. Predict which catalyst facilitates the given reaction. Reactant: [CH3:1][O:2][P:3]([CH3:7])(=[O:6])[O:4][CH3:5].[Li]CCCC.C[O:14][C:15](=O)[CH2:16][CH2:17][CH2:18][CH2:19][C:20]1[CH:29]=[CH:28][C:27]2[CH2:26][CH2:25][CH2:24][NH:23][C:22]=2[N:21]=1. Product: [CH3:1][O:2][P:3]([CH2:7][C:15](=[O:14])[CH2:16][CH2:17][CH2:18][CH2:19][C:20]1[CH:29]=[CH:28][C:27]2[CH2:26][CH2:25][CH2:24][NH:23][C:22]=2[N:21]=1)(=[O:6])[O:4][CH3:5]. The catalyst class is: 1.